From a dataset of Forward reaction prediction with 1.9M reactions from USPTO patents (1976-2016). Predict the product of the given reaction. (1) Given the reactants [CH3:1][O:2][C:3]1[CH:12]=[C:11]2[C:6]([C:7]([C:19]3[CH:24]=[CH:23][CH:22]=[CH:21][CH:20]=3)=[C:8]([C:15]([O:17]C)=[O:16])[N:9]([CH3:14])[C:10]2=[O:13])=[CH:5][CH:4]=1.[OH-].[K+].Cl, predict the reaction product. The product is: [CH3:1][O:2][C:3]1[CH:12]=[C:11]2[C:6]([C:7]([C:19]3[CH:24]=[CH:23][CH:22]=[CH:21][CH:20]=3)=[C:8]([C:15]([OH:17])=[O:16])[N:9]([CH3:14])[C:10]2=[O:13])=[CH:5][CH:4]=1. (2) Given the reactants [C:1]1([S:7]([C:10]2[CH:11]=[CH:12][C:13]([C:26]([F:29])([F:28])[F:27])=[C:14]([S:16]([NH:19][CH:20]3[CH2:25][CH2:24][NH:23][CH2:22][CH2:21]3)(=[O:18])=[O:17])[CH:15]=2)(=[O:9])=[O:8])[CH:6]=[CH:5][CH:4]=[CH:3][CH:2]=1.Br[CH2:31][C:32]([NH2:34])=[O:33].C(N(CC)CC)C, predict the reaction product. The product is: [C:1]1([S:7]([C:10]2[CH:11]=[CH:12][C:13]([C:26]([F:28])([F:29])[F:27])=[C:14]([S:16]([NH:19][CH:20]3[CH2:25][CH2:24][N:23]([CH2:31][C:32]([NH2:34])=[O:33])[CH2:22][CH2:21]3)(=[O:18])=[O:17])[CH:15]=2)(=[O:9])=[O:8])[CH:2]=[CH:3][CH:4]=[CH:5][CH:6]=1.